Dataset: NCI-60 drug combinations with 297,098 pairs across 59 cell lines. Task: Regression. Given two drug SMILES strings and cell line genomic features, predict the synergy score measuring deviation from expected non-interaction effect. (1) Drug 1: CC1=C2C(C(=O)C3(C(CC4C(C3C(C(C2(C)C)(CC1OC(=O)C(C(C5=CC=CC=C5)NC(=O)OC(C)(C)C)O)O)OC(=O)C6=CC=CC=C6)(CO4)OC(=O)C)OC)C)OC. Drug 2: C1CN(CCN1C(=O)CCBr)C(=O)CCBr. Cell line: OVCAR3. Synergy scores: CSS=44.7, Synergy_ZIP=-2.56, Synergy_Bliss=-4.09, Synergy_Loewe=-24.6, Synergy_HSA=-3.11. (2) Drug 1: CS(=O)(=O)C1=CC(=C(C=C1)C(=O)NC2=CC(=C(C=C2)Cl)C3=CC=CC=N3)Cl. Drug 2: CC1=C2C(C(=O)C3(C(CC4C(C3C(C(C2(C)C)(CC1OC(=O)C(C(C5=CC=CC=C5)NC(=O)C6=CC=CC=C6)O)O)OC(=O)C7=CC=CC=C7)(CO4)OC(=O)C)O)C)OC(=O)C. Cell line: SF-268. Synergy scores: CSS=43.9, Synergy_ZIP=10.8, Synergy_Bliss=10.3, Synergy_Loewe=-10.2, Synergy_HSA=6.40.